Dataset: Forward reaction prediction with 1.9M reactions from USPTO patents (1976-2016). Task: Predict the product of the given reaction. (1) Given the reactants [OH:1][N:2]=[C:3]([NH2:10])[C:4]1[CH:9]=[CH:8][CH:7]=[N:6][CH:5]=1.[F:11][C:12]1[C:20]([F:21])=[C:19]([F:22])[CH:18]=[CH:17][C:13]=1[C:14](O)=O.N, predict the reaction product. The product is: [F:11][C:12]1[C:20]([F:21])=[C:19]([F:22])[CH:18]=[CH:17][C:13]=1[C:14]1[O:1][N:2]=[C:3]([C:4]2[CH:5]=[N:6][CH:7]=[CH:8][CH:9]=2)[N:10]=1. (2) Given the reactants Cl[CH2:2][CH2:3][CH2:4][S:5]([N:8]1[CH2:13][CH2:12][CH:11]([C:14]2[C:22]3[C:17](=[C:18]([C:29]([NH2:31])=[O:30])[CH:19]=[C:20]([C:23]4[CH:28]=[CH:27][CH:26]=[CH:25][CH:24]=4)[CH:21]=3)[NH:16][CH:15]=2)[CH2:10][CH2:9]1)(=[O:7])=[O:6].[CH:32]1([CH2:35][OH:36])[CH2:34][CH2:33]1.C([O-])([O-])=O.[K+].[K+].[I-].[Na+], predict the reaction product. The product is: [CH:32]1([CH2:35][O:36][CH2:2][CH2:3][CH2:4][S:5]([N:8]2[CH2:13][CH2:12][CH:11]([C:14]3[C:22]4[C:17](=[C:18]([C:29]([NH2:31])=[O:30])[CH:19]=[C:20]([C:23]5[CH:28]=[CH:27][CH:26]=[CH:25][CH:24]=5)[CH:21]=4)[NH:16][CH:15]=3)[CH2:10][CH2:9]2)(=[O:7])=[O:6])[CH2:34][CH2:33]1. (3) Given the reactants [I:1][C:2]1[O:3][CH:4]=[CH:5][C:6]=1[C:7](Cl)=[O:8].CCN(C(C)C)C(C)C.[F:19][C:20]([F:24])([F:23])[CH2:21][NH2:22], predict the reaction product. The product is: [I:1][C:2]1[O:3][CH:4]=[CH:5][C:6]=1[C:7]([NH:22][CH2:21][C:20]([F:24])([F:23])[F:19])=[O:8]. (4) Given the reactants [H-].[Na+].[C:3]1([OH:9])[CH:8]=[CH:7][CH:6]=[CH:5][CH:4]=1.Cl[CH2:11][C:12]1[N:13]=[C:14]([NH:17][C:18](=[O:20])[CH3:19])[S:15][CH:16]=1, predict the reaction product. The product is: [O:9]([CH2:11][C:12]1[N:13]=[C:14]([NH:17][C:18](=[O:20])[CH3:19])[S:15][CH:16]=1)[C:3]1[CH:8]=[CH:7][CH:6]=[CH:5][CH:4]=1.